Dataset: Reaction yield outcomes from USPTO patents with 853,638 reactions. Task: Predict the reaction yield, written as a fraction of the theoretical maximum amount of product (1.0 means a 100% yield; for example, 0.34 means a 34% yield). (1) The yield is 0.990. The product is [CH2:21]([C:20]([C:17]1[CH:18]=[CH:19][C:14]([C:11]2[CH:10]=[CH:9][C:8]([CH:6]([OH:7])[C:5]([OH:41])=[O:4])=[CH:13][CH:12]=2)=[C:15]([CH3:40])[CH:16]=1)([C:23]1[CH:28]=[CH:27][C:26]([CH2:29][CH2:30][CH:31]([OH:36])[C:32]([CH3:34])([CH3:35])[CH3:33])=[C:25]([CH3:37])[CH:24]=1)[CH2:38][CH3:39])[CH3:22]. The reactants are [OH-].[Na+].C[O:4][C:5](=[O:41])[CH:6]([C:8]1[CH:13]=[CH:12][C:11]([C:14]2[CH:19]=[CH:18][C:17]([C:20]([CH2:38][CH3:39])([C:23]3[CH:28]=[CH:27][C:26]([CH2:29][CH2:30][CH:31]([OH:36])[C:32]([CH3:35])([CH3:34])[CH3:33])=[C:25]([CH3:37])[CH:24]=3)[CH2:21][CH3:22])=[CH:16][C:15]=2[CH3:40])=[CH:10][CH:9]=1)[OH:7].Cl. The catalyst is CO. (2) The reactants are Cl[C:2]1[N:7]=[C:6]([NH:8][CH2:9][CH:10]2[CH2:15][CH2:14][O:13][CH2:12][CH2:11]2)[CH:5]=[N:4][C:3]=1[C:16]([F:19])([F:18])[F:17].[Cl:20][C:21]1[C:22](B(O)O)=[CH:23][C:24]([F:27])=[N:25][CH:26]=1.C(=O)([O-])[O-].[Na+].[Na+].B(O)O. The catalyst is COCCOC.C1C=CC(P(C2C=CC=CC=2)[C-]2C=CC=C2)=CC=1.C1C=CC(P(C2C=CC=CC=2)[C-]2C=CC=C2)=CC=1.Cl[Pd]Cl.[Fe+2].C(Cl)Cl. The product is [Cl:20][C:21]1[C:22]([C:2]2[N:7]=[C:6]([NH:8][CH2:9][CH:10]3[CH2:15][CH2:14][O:13][CH2:12][CH2:11]3)[CH:5]=[N:4][C:3]=2[C:16]([F:19])([F:18])[F:17])=[CH:23][C:24]([F:27])=[N:25][CH:26]=1. The yield is 0.670. (3) The reactants are [BH4-].[Na+].[O:3]=[C:4]1[CH2:9][N:8]([C:10]([O:12][C:13]([CH3:16])([CH3:15])[CH3:14])=[O:11])[C@H:7]([C:17]([O:19][CH2:20][CH3:21])=[O:18])[CH2:6][CH2:5]1. The catalyst is CCO. The product is [OH:3][C@@H:4]1[CH2:9][N:8]([C:10]([O:12][C:13]([CH3:14])([CH3:15])[CH3:16])=[O:11])[C@H:7]([C:17]([O:19][CH2:20][CH3:21])=[O:18])[CH2:6][CH2:5]1. The yield is 0.800.